The task is: Predict the reaction yield, written as a fraction of the theoretical maximum amount of product (1.0 means a 100% yield; for example, 0.34 means a 34% yield).. This data is from Reaction yield outcomes from USPTO patents with 853,638 reactions. The reactants are [O:1]1[CH2:5][CH2:4][O:3][CH:2]1[C:6]1[CH:7]=[CH:8][C:9]2[O:13][C:12]([C:14]([C:16]3[CH:21]=[CH:20][C:19]([F:22])=[CH:18][CH:17]=3)=O)=[CH:11][C:10]=2[CH:23]=1.O.NN.[OH-].[K+].[Na+].[Cl-]. The catalyst is C(O)CO. The product is [O:1]1[CH2:5][CH2:4][O:3][CH:2]1[C:6]1[CH:7]=[CH:8][C:9]2[O:13][C:12]([CH2:14][C:16]3[CH:21]=[CH:20][C:19]([F:22])=[CH:18][CH:17]=3)=[CH:11][C:10]=2[CH:23]=1. The yield is 0.430.